Task: Predict the product of the given reaction.. Dataset: Forward reaction prediction with 1.9M reactions from USPTO patents (1976-2016) (1) Given the reactants [F:1][C:2]([F:7])([F:6])[C:3]([OH:5])=[O:4].[NH2:8][CH2:9][C:10]1[C:11]([C:15]2[N:19]([C:20]3[CH:25]=[CH:24][C:23]([F:26])=[C:22]([Cl:27])[CH:21]=3)C(=O)[O:17][N:16]=2)=[N:12][O:13][N:14]=1.[N:29]([C:32]([CH3:35])([CH3:34])[CH3:33])=[C:30]=[O:31].[OH-].[Na+], predict the reaction product. The product is: [F:1][C:2]([F:7])([F:6])[C:3]([OH:5])=[O:4].[C:32]([NH:29][C:30]([NH:8][CH2:9][C:10]1[C:11]([C:15](=[N:16][OH:17])[NH:19][C:20]2[CH:25]=[CH:24][C:23]([F:26])=[C:22]([Cl:27])[CH:21]=2)=[N:12][O:13][N:14]=1)=[O:31])([CH3:35])([CH3:34])[CH3:33]. (2) The product is: [CH2:29]([C@H:15]1[CH2:16][C@@H:17]([O:19][CH2:20][C:21]2[CH:26]=[CH:25][C:24]([O:27][CH3:28])=[CH:23][CH:22]=2)[CH2:18][C@@H:14]1[C:11]1[C:3]2=[C:4]3[CH:10]=[CH:9][NH:8][C:5]3=[N:6][CH:7]=[C:2]2[NH:13][N:12]=1)[CH3:30].[CH2:29]([C@@H:15]1[CH2:16][C@H:17]([O:19][CH2:20][C:21]2[CH:26]=[CH:25][C:24]([O:27][CH3:28])=[CH:23][CH:22]=2)[CH2:18][C@H:14]1[C:11]1[C:3]2=[C:4]3[CH:10]=[CH:9][NH:8][C:5]3=[N:6][CH:7]=[C:2]2[NH:13][N:12]=1)[CH3:30]. Given the reactants Cl[C:2]1[C:3]([C:11]([CH:14]2[CH2:18][CH:17]([O:19][CH2:20][C:21]3[CH:26]=[CH:25][C:24]([O:27][CH3:28])=[CH:23][CH:22]=3)[CH2:16][CH:15]2[CH2:29][CH3:30])=[N:12][NH2:13])=[C:4]2[CH:10]=[CH:9][NH:8][C:5]2=[N:6][CH:7]=1.CN1C(=O)CCC1.CC(C)([O-])C.[Na+], predict the reaction product. (3) Given the reactants ClC1C=CC=CC=1C1C=CN=CC=1N(CCS(C)(=O)=O)C(=O)C1C=[C:20]([C:22]([F:25])([F:24])[F:23])C=[C:20]([C:22]([F:25])([F:24])[F:23])C=1.[I:37][C:38]1[CH:43]=[C:42]([CH3:44])[N:41]=[CH:40][C:39]=1[NH:45][C:46](=[O:52])[O:47][C:48]([CH3:51])([CH3:50])[CH3:49].FC(F)(F)S(OCC(F)(F)F)(=O)=O, predict the reaction product. The product is: [I:37][C:38]1[CH:43]=[C:42]([CH3:44])[N:41]=[CH:40][C:39]=1[N:45]([CH2:20][C:22]([F:25])([F:24])[F:23])[C:46](=[O:52])[O:47][C:48]([CH3:49])([CH3:51])[CH3:50]. (4) Given the reactants [Cl:1][C:2]1[CH:3]=[C:4]([NH:8][C:9](=[O:23])[C:10]2[CH:15]=[CH:14][CH:13]=[N:12][C:11]=2[NH:16][C@H:17]2[CH2:22][CH2:21][CH2:20][NH:19][CH2:18]2)[CH:5]=[CH:6][CH:7]=1.ClC1C=C(N[C:32](=[O:50])[C:33]2C=CC=NC=2NC2CC(C)(C)NC(C)(C)C2)C=CC=1, predict the reaction product. The product is: [Cl:1][C:2]1[CH:3]=[C:4]([NH:8][C:9](=[O:23])[C:10]2[CH:15]=[CH:14][CH:13]=[N:12][C:11]=2[NH:16][C@H:17]2[CH2:22][CH2:21][CH2:20][N:19]([CH2:33][CH2:32][OH:50])[CH2:18]2)[CH:5]=[CH:6][CH:7]=1. (5) Given the reactants [Cl:1][C:2]([C:6]1[CH:7]=[C:8]([OH:12])[CH:9]=[CH:10][CH:11]=1)=[C:3]([Cl:5])[Cl:4].O[CH2:14][NH:15][C:16](=[O:19])[CH2:17][Cl:18].S(=O)(=O)(O)O.C([O-])(O)=O.[Na+], predict the reaction product. The product is: [Cl:18][CH2:17][C:16]([NH:15][CH2:14][C:9]1[CH:10]=[CH:11][C:6]([C:2]([Cl:1])=[C:3]([Cl:4])[Cl:5])=[CH:7][C:8]=1[OH:12])=[O:19]. (6) Given the reactants [Cl-].[C:2]([C:4]1([NH2:8])[CH2:7][CH2:6][CH2:5]1)#[N:3].C(N(CC)CC)C.[CH3:16][O:17][C:18]1[CH:26]=[CH:25][C:21]([C:22](Cl)=[O:23])=[CH:20][CH:19]=1.CCOC(C)=O, predict the reaction product. The product is: [C:2]([C:4]1([NH:8][C:22](=[O:23])[C:21]2[CH:25]=[CH:26][C:18]([O:17][CH3:16])=[CH:19][CH:20]=2)[CH2:7][CH2:6][CH2:5]1)#[N:3]. (7) The product is: [C:14]([CH:16]([CH:22]([C:23]1[C:32]2[C:27](=[CH:28][CH:29]=[CH:30][CH:31]=2)[CH:26]=[CH:25][CH:24]=1)[C:4]1[CH:5]=[CH:6][CH:7]=[CH:8][C:3]=1[C:2]([F:12])([F:11])[F:1])[C:17]([O:19][CH2:20][CH3:21])=[O:18])#[N:15]. Given the reactants [F:1][C:2]([F:12])([F:11])[C:3]1[CH:8]=[CH:7][CH:6]=[CH:5][C:4]=1[Mg]Br.[Mg].[C:14](/[C:16](=[CH:22]\[C:23]1[C:32]2[C:27](=[CH:28][CH:29]=[CH:30][CH:31]=2)[CH:26]=[CH:25][CH:24]=1)/[C:17]([O:19][CH2:20][CH3:21])=[O:18])#[N:15], predict the reaction product. (8) Given the reactants [CH:1](=O)[C:2]1[CH:7]=[CH:6][CH:5]=[CH:4][CH:3]=1.[CH3:9][O:10][C:11]1[CH:12]=[C:13]([NH2:19])[CH:14]=[N:15][C:16]=1[O:17][CH3:18], predict the reaction product. The product is: [CH:1](=[N:19][C:13]1[CH:14]=[N:15][C:16]([O:17][CH3:18])=[C:11]([O:10][CH3:9])[CH:12]=1)[C:2]1[CH:7]=[CH:6][CH:5]=[CH:4][CH:3]=1. (9) The product is: [CH2:4]([C:3]([C:27]1[CH:32]=[CH:31][C:30]([O:33][CH2:50][C@H:51]2[O:55][C:54](=[O:56])[CH2:53][CH2:52]2)=[C:29]([CH3:34])[CH:28]=1)([C:6]1[CH:11]=[CH:10][C:9](/[CH:12]=[CH:13]/[C:14]([CH2:24][CH3:25])([OH:23])[CH2:15][CH2:16][CH3:17])=[C:8]([CH3:26])[CH:7]=1)[CH2:1][CH3:2])[CH3:5]. Given the reactants [CH2:1]([C:3]([C:27]1[CH:32]=[CH:31][C:30]([OH:33])=[C:29]([CH3:34])[CH:28]=1)([C:6]1[CH:11]=[CH:10][C:9](/[CH:12]=[CH:13]/[C:14]([CH2:24][CH3:25])([OH:23])[CH2:15][CH2:16][CH2:17]CCCCC)=[C:8]([CH3:26])[CH:7]=1)[CH2:4][CH3:5])[CH3:2].C([O-])([O-])=O.[K+].[K+].C1(C)C=CC(S([CH2:50][C@H:51]2[O:55][C:54](=[O:56])[CH2:53][CH2:52]2)(=O)=O)=CC=1.C(OCC)(=O)C, predict the reaction product.